From a dataset of Catalyst prediction with 721,799 reactions and 888 catalyst types from USPTO. Predict which catalyst facilitates the given reaction. The catalyst class is: 824. Reactant: [CH2:1]([Si:3]([CH2:45][CH3:46])([CH2:43][CH3:44])[O:4][C@@H:5]1[CH2:9][C@H:8]([OH:10])[C@H:7]([CH2:11][CH:12]=[CH:13][CH2:14][CH2:15][CH2:16][C:17]([O-:19])=[O:18])[C@H:6]1/[CH:20]=[CH:21]/[C@@H:22]([O:35][Si:36]([CH2:41][CH3:42])([CH2:39][CH3:40])[CH2:37][CH3:38])[CH2:23][O:24][C:25]1[CH:30]=[CH:29][CH:28]=[C:27]([C:31]([F:34])([F:33])[F:32])[CH:26]=1)[CH3:2]. Product: [F:34][C:31]([F:32])([F:33])[C:27]1[CH:26]=[C:25]([CH:30]=[CH:29][CH:28]=1)[O:24][CH2:23][C@H:22]([O:35][Si:36]([CH2:37][CH3:38])([CH2:39][CH3:40])[CH2:41][CH3:42])/[CH:21]=[CH:20]/[C@H:6]1[C@H:5]([O:4][Si:3]([CH2:1][CH3:2])([CH2:45][CH3:46])[CH2:43][CH3:44])[CH2:9][C@H:8]([OH:10])[C@@H:7]1[CH2:11]/[CH:12]=[CH:13]\[CH2:14][CH2:15][CH2:16][C:17]([OH:19])=[O:18].